Dataset: Full USPTO retrosynthesis dataset with 1.9M reactions from patents (1976-2016). Task: Predict the reactants needed to synthesize the given product. (1) Given the product [CH2:1]([O:8][C:9]([N:11]1[CH2:15][CH2:14][CH2:13][C@H:12]1[C:16](=[O:33])[NH:17][C:18]1[CH:23]=[CH:22][CH:21]=[C:20]([C:35]2[CH:43]=[CH:42][C:38]3[N:39]=[CH:40][S:41][C:37]=3[CH:36]=2)[CH:19]=1)=[O:10])[C:2]1[CH:7]=[CH:6][CH:5]=[CH:4][CH:3]=1, predict the reactants needed to synthesize it. The reactants are: [CH2:1]([O:8][C:9]([N:11]1[CH2:15][CH2:14][CH2:13][C@H:12]1[C:16](=[O:33])[NH:17][C:18]1[CH:23]=[CH:22][CH:21]=[C:20](B2OC(C)(C)C(C)(C)O2)[CH:19]=1)=[O:10])[C:2]1[CH:7]=[CH:6][CH:5]=[CH:4][CH:3]=1.Br[C:35]1[CH:43]=[CH:42][C:38]2[N:39]=[CH:40][S:41][C:37]=2[CH:36]=1.CN(C=O)C. (2) Given the product [NH2:20][C:11]1[CH:12]=[C:13]([C:16]([O:18][CH3:19])=[O:17])[CH:14]=[CH:15][C:10]=1[C:3]1[CH:4]=[C:5]([O:8][CH3:9])[CH:6]=[CH:7][C:2]=1[F:1], predict the reactants needed to synthesize it. The reactants are: [F:1][C:2]1[CH:7]=[CH:6][C:5]([O:8][CH3:9])=[CH:4][C:3]=1[C:10]1[CH:15]=[CH:14][C:13]([C:16]([O:18][CH3:19])=[O:17])=[CH:12][C:11]=1[N+:20]([O-])=O.C(O)(=O)C.COCCOC.[Sn](Cl)Cl. (3) Given the product [Br:1][C:2]1[CH:3]=[C:4]2[C:8](=[CH:9][CH:10]=1)[N:7]([S:17]([C:14]1[CH:15]=[CH:16][C:11]([CH3:21])=[CH:12][CH:13]=1)(=[O:19])=[O:18])[CH:6]=[CH:5]2, predict the reactants needed to synthesize it. The reactants are: [Br:1][C:2]1[CH:3]=[C:4]2[C:8](=[CH:9][CH:10]=1)[NH:7][CH:6]=[CH:5]2.[C:11]1([CH3:21])[CH:16]=[CH:15][C:14]([S:17](Cl)(=[O:19])=[O:18])=[CH:13][CH:12]=1.[OH-].[K+]. (4) Given the product [N+:17]([C:20]1[CH:26]=[CH:25][C:23]([NH:24][C:2]2[N:10]([CH2:11][C:12]([O:14][CH2:15][CH3:16])=[O:13])[C:5]3=[N:6][CH:7]=[CH:8][CH:9]=[C:4]3[N:3]=2)=[CH:22][CH:21]=1)([O-:19])=[O:18], predict the reactants needed to synthesize it. The reactants are: Cl[C:2]1[N:10]([CH2:11][C:12]([O:14][CH2:15][CH3:16])=[O:13])[C:5]2=[N:6][CH:7]=[CH:8][CH:9]=[C:4]2[N:3]=1.[N+:17]([C:20]1[CH:26]=[CH:25][C:23]([NH2:24])=[CH:22][CH:21]=1)([O-:19])=[O:18]. (5) Given the product [CH3:34][N:26]1[CH:27]=[C:28]([CH2:29][C:30]([OH:32])=[O:31])[C:24]([O:12][CH2:11][CH2:10][CH2:9][C:8]2[C:4]([CH2:1][CH2:2][CH3:3])=[N:5][N:6]([C:13]3[CH:18]=[CH:17][C:16]([C:19]([F:21])([F:20])[F:22])=[CH:15][N:14]=3)[CH:7]=2)=[N:25]1, predict the reactants needed to synthesize it. The reactants are: [CH2:1]([C:4]1[C:8]([CH2:9][CH2:10][CH2:11][OH:12])=[CH:7][N:6]([C:13]2[CH:18]=[CH:17][C:16]([C:19]([F:22])([F:21])[F:20])=[CH:15][N:14]=2)[N:5]=1)[CH2:2][CH3:3].O[C:24]1[C:28]([CH2:29][C:30]([O:32]C)=[O:31])=[CH:27][N:26]([CH3:34])[N:25]=1.C(P(CCCC)CCCC)CCC.N(C(N1CCCCC1)=O)=NC(N1CCCCC1)=O. (6) Given the product [Br:1][CH2:2][CH2:3][CH2:4][CH2:5][CH2:6][CH2:7][CH2:8][C:9]1[CH:10]=[N:11][CH:12]=[CH:13][CH:14]=1.[Br:23][CH2:15][CH2:16][CH2:17][CH2:18][CH2:19][CH2:20][OH:21], predict the reactants needed to synthesize it. The reactants are: [Br:1][CH2:2][CH2:3][CH2:4][CH2:5][CH2:6][CH2:7][CH2:8][C:9]1[CH:10]=[N:11][CH:12]=[CH:13][CH:14]=1.[CH2:15](O)[CH2:16][CH2:17][CH2:18][CH2:19][CH2:20][OH:21].[BrH:23].